This data is from Reaction yield outcomes from USPTO patents with 853,638 reactions. The task is: Predict the reaction yield, written as a fraction of the theoretical maximum amount of product (1.0 means a 100% yield; for example, 0.34 means a 34% yield). (1) The reactants are [F:1][C:2]1[CH:9]=[C:8]([F:10])[CH:7]=[CH:6][C:3]=1[CH:4]=O.O1CCCC1.[C:16]([O:20][C:21]([N:23]1[CH2:30][CH:29]2[CH:25]([CH2:26][NH:27][CH2:28]2)[CH2:24]1)=[O:22])([CH3:19])([CH3:18])[CH3:17].C(O[BH-](OC(=O)C)OC(=O)C)(=O)C.[Na+]. The catalyst is CO. The product is [C:16]([O:20][C:21]([N:23]1[CH2:24][CH:25]2[CH:29]([CH2:28][N:27]([CH2:4][C:3]3[CH:6]=[CH:7][C:8]([F:10])=[CH:9][C:2]=3[F:1])[CH2:26]2)[CH2:30]1)=[O:22])([CH3:19])([CH3:17])[CH3:18]. The yield is 0.750. (2) The product is [C:21]([O:25][C:26]([N:28]1[CH2:29][CH:30]=[C:31]([C:2]2[N:7]=[C:6]([NH:8][C:9]3[N:14]=[CH:13][C:12]4[N:15]=[CH:16][N:17]([CH:18]([CH3:20])[CH3:19])[C:11]=4[CH:10]=3)[CH:5]=[CH:4][N:3]=2)[CH2:32][CH2:33]1)=[O:27])([CH3:24])([CH3:22])[CH3:23]. The catalyst is O1CCOCC1.O.C1C=CC([P]([Pd]([P](C2C=CC=CC=2)(C2C=CC=CC=2)C2C=CC=CC=2)([P](C2C=CC=CC=2)(C2C=CC=CC=2)C2C=CC=CC=2)[P](C2C=CC=CC=2)(C2C=CC=CC=2)C2C=CC=CC=2)(C2C=CC=CC=2)C2C=CC=CC=2)=CC=1. The reactants are Cl[C:2]1[N:7]=[C:6]([NH:8][C:9]2[N:14]=[CH:13][C:12]3[N:15]=[CH:16][N:17]([CH:18]([CH3:20])[CH3:19])[C:11]=3[CH:10]=2)[CH:5]=[CH:4][N:3]=1.[C:21]([O:25][C:26]([N:28]1[CH2:33][CH:32]=[C:31](B2OC(C)(C)C(C)(C)O2)[CH2:30][CH2:29]1)=[O:27])([CH3:24])([CH3:23])[CH3:22].C([O-])([O-])=O.[Cs+].[Cs+]. The yield is 0.930. (3) The reactants are [O:1]1[CH:5]=[CH:4][CH:3]=[C:2]1[C:6]([OH:8])=O.C1C=CC2N(O)N=NC=2C=1.CCN=C=NCCCN(C)C.FC(F)(F)C(O)=O.[NH2:37][CH2:38][CH2:39][N:40]1[C:44]2[CH:45]=[CH:46][C:47]([C:49]([N:51]3[CH2:57][C:56]4([CH3:59])[CH2:58][CH:52]3[CH2:53][C:54]([CH3:61])([CH3:60])[CH2:55]4)=[O:50])=[CH:48][C:43]=2[N:42]=[CH:41]1. The catalyst is C1COCC1. The product is [CH3:59][C:56]12[CH2:58][CH:52]([N:51]([C:49]([C:47]3[CH:46]=[CH:45][C:44]4[N:40]([CH2:39][CH2:38][NH:37][C:6]([C:2]5[O:1][CH:5]=[CH:4][CH:3]=5)=[O:8])[CH:41]=[N:42][C:43]=4[CH:48]=3)=[O:50])[CH2:57]1)[CH2:53][C:54]([CH3:61])([CH3:60])[CH2:55]2. The yield is 0.700. (4) The reactants are C[N:2]([CH3:19])[CH:3]=[CH:4][C:5]([C:7]1[CH:8]=[C:9]([N:13]([CH2:17][CH3:18])[C:14](=[O:16])[CH3:15])[CH:10]=[CH:11][CH:12]=1)=O.N[C:21]1[C:25]([C:26]#[N:27])=C[NH:23][N:22]=1.P(=O)(O)(O)O. The catalyst is O.C(O)C. The product is [CH3:18][CH2:17][N:13]([C:14]([CH3:15])=[O:16])[C:9]1[CH:10]=[CH:11][CH:12]=[C:7]([C:5]2[N:23]3[N:22]=[CH:21][C:25]([C:26]#[N:27])=[C:19]3[N:2]=[CH:3][CH:4]=2)[CH:8]=1. The yield is 0.967. (5) The reactants are [F:1][C:2]1[CH:11]=[CH:10][C:5]2=[N:6][C:7](=[S:9])[N:8]=[C:4]2[CH:3]=1.Cl[CH2:13][C:14]1[C:15](=[O:25])[O:16][C:17]2[C:22]([CH:23]=1)=[CH:21][C:20]([Br:24])=[CH:19][CH:18]=2. No catalyst specified. The product is [Br:24][C:20]1[CH:21]=[C:22]2[C:17](=[CH:18][CH:19]=1)[O:16][C:15](=[O:25])[C:14]([CH2:13][S:9][C:7]1[NH:8][C:4]3[CH:3]=[C:2]([F:1])[CH:11]=[CH:10][C:5]=3[N:6]=1)=[CH:23]2. The yield is 0.860. (6) The reactants are [NH2:1][C:2]1[CH:3]=[C:4]([F:20])[C:5]([F:19])=[C:6]([C@:8]2([CH3:18])[C@H:14]3[C@:12]([CH2:15][F:16])([CH2:13]3)[S:11][C:10]([NH2:17])=[N:9]2)[CH:7]=1.[CH2:21]([O:24][C:25]1[N:26]=[CH:27][C:28]([C:31](O)=[O:32])=[N:29][CH:30]=1)[C:22]#[CH:23].CCCP1(OP(CCC)(=O)OP(CCC)(=O)O1)=O. The catalyst is C(Cl)Cl. The product is [NH2:17][C:10]1[S:11][C@:12]2([CH2:15][F:16])[C@H:14]([C@:8]([C:6]3[CH:7]=[C:2]([NH:1][C:31]([C:28]4[CH:27]=[N:26][C:25]([O:24][CH2:21][C:22]#[CH:23])=[CH:30][N:29]=4)=[O:32])[CH:3]=[C:4]([F:20])[C:5]=3[F:19])([CH3:18])[N:9]=1)[CH2:13]2. The yield is 0.600. (7) The reactants are Cl[C:2]1[N:7]=[C:6]([NH:8][C:9]2[CH:14]=[CH:13][CH:12]=[CH:11][C:10]=2[O:15][CH3:16])[C:5]([N+:17]([O-])=O)=[CH:4][CH:3]=1.ClC1C([N+]([O-])=O)=CC=C(Cl)N=1.C[O:32][C:33]1[C:34](N)=[CH:35][CH:36]=[CH:37][CH:38]=1.C(NC(C)C)(C)C.[O:47]1CCC[CH2:48]1. No catalyst specified. The product is [OH:32][C:33]1[CH:34]=[C:35]([C:2]2[N:7]=[C:6]3[N:8]([C:9]4[CH:14]=[CH:13][CH:12]=[CH:11][C:10]=4[O:15][CH3:16])[C:48](=[O:47])[NH:17][C:5]3=[CH:4][CH:3]=2)[CH:36]=[CH:37][CH:38]=1. The yield is 0.810. (8) The reactants are [NH:1]1[CH2:5][CH2:4][CH2:3][CH2:2]1.[Br:6][C:7]1[CH:12]=[CH:11][C:10]([S:13](Cl)(=[O:15])=[O:14])=[CH:9][CH:8]=1.[OH-].[Na+]. The catalyst is C(Cl)Cl. The product is [Br:6][C:7]1[CH:12]=[CH:11][C:10]([S:13]([N:1]2[CH2:5][CH2:4][CH2:3][CH2:2]2)(=[O:15])=[O:14])=[CH:9][CH:8]=1. The yield is 0.980. (9) The reactants are [B:10]1([B:10]2[O:14][C:13]([CH3:16])([CH3:15])[C:12]([CH3:18])([CH3:17])[O:11]2)[O:14][C:13]([CH3:16])([CH3:15])[C:12]([CH3:18])([CH3:17])[O:11]1.C([O-])(=O)C.[K+].[CH:24]([O:27][C:28]1[CH:33]=[CH:32][CH:31]=[C:30](OC(C)C)[C:29]=1C1C=CC=CC=1P1C(C)(C)CC2(OCCO2)CC1(C)C)(C)C.ClC1C=CC(OC)=CC=1. The catalyst is C1C=CC(/C=C/C(/C=C/C2C=CC=CC=2)=O)=CC=1.C1C=CC(/C=C/C(/C=C/C2C=CC=CC=2)=O)=CC=1.C1C=CC(/C=C/C(/C=C/C2C=CC=CC=2)=O)=CC=1.[Pd].[Pd].O1CCOCC1. The product is [CH3:24][O:27][C:28]1[CH:33]=[CH:32][C:31]([B:10]2[O:11][C:12]([CH3:17])([CH3:18])[C:13]([CH3:15])([CH3:16])[O:14]2)=[CH:30][CH:29]=1. The yield is 0.730.